Predict the reactants needed to synthesize the given product. From a dataset of Full USPTO retrosynthesis dataset with 1.9M reactions from patents (1976-2016). (1) Given the product [Cl:1][C:2]1[C:7]([CH3:8])=[CH:6][C:5](=[O:12])[NH:4][N:3]=1, predict the reactants needed to synthesize it. The reactants are: [Cl:1][C:2]1[N:3]=[N:4][C:5](Cl)=[CH:6][C:7]=1[CH3:8].C(O)(=[O:12])C. (2) Given the product [N:22]1[NH:21][C:20]([C:24]([OH:26])=[O:25])=[C:19]2[C@@H:18]3[CH2:15][C@@H:17]3[CH2:16][C:23]=12, predict the reactants needed to synthesize it. The reactants are: N1NN=NC=1C1NN=C2C=1C[C@H]1C[C@H]12.[CH2:15]1[C@@H:17]2[CH2:18][C:19]3[C:23]([C@H:16]12)=[N:22][NH:21][C:20]=3[C:24]([OH:26])=[O:25]. (3) Given the product [C:1]([C:5]1[CH:10]=[CH:9][C:8]([C:11]2[O:12][CH:13]=[C:14]([CH2:16][O:29][C:25]3[CH:24]=[CH:23][CH:22]=[C:21]4[C:26]=3[CH:27]=[CH:28][C:19]([NH:18][S:30]([C:33]([F:36])([F:35])[F:34])(=[O:32])=[O:31])=[CH:20]4)[N:15]=2)=[CH:7][CH:6]=1)([CH3:4])([CH3:3])[CH3:2], predict the reactants needed to synthesize it. The reactants are: [C:1]([C:5]1[CH:10]=[CH:9][C:8]([C:11]2[O:12][CH:13]=[C:14]([CH2:16]Cl)[N:15]=2)=[CH:7][CH:6]=1)([CH3:4])([CH3:3])[CH3:2].[NH2:18][C:19]1[CH:28]=[CH:27][C:26]2[C:25]([OH:29])=[CH:24][CH:23]=[CH:22][C:21]=2[CH:20]=1.[S:30](O[S:30]([C:33]([F:36])([F:35])[F:34])(=[O:32])=[O:31])([C:33]([F:36])([F:35])[F:34])(=[O:32])=[O:31]. (4) Given the product [CH3:25][O:24][C:20]1[C:19]([O:35][CH3:34])=[CH:18][C:17]2[C:9]3[C:8](=[C:7]4[CH:6]=[CH:5][C:4]([N+:1]([O-:3])=[O:2])=[CH:13][C:12]4=[N:11][CH:10]=3)[N:14]([CH2:28][CH2:29][N:30]([CH3:31])[CH3:32])[C:15](=[O:27])[C:16]=2[CH:21]=1, predict the reactants needed to synthesize it. The reactants are: [N+:1]([C:4]1[CH:13]=[C:12]2[C:7]([C:8]([N:14]([CH2:28][CH2:29][N:30]([CH3:32])[CH3:31])[C:15](=[O:27])[C:16]3[C:21](OC)=[C:20]([O:24][CH3:25])[CH:19]=[CH:18][C:17]=3I)=[CH:9][CH:10]=[N:11]2)=[CH:6][CH:5]=1)([O-:3])=[O:2].C(Cl)(=O)[C:34](Cl)=[O:35].COC1C=C(C(I)=CC=1OC)C(O)=O.[N+](C1C=C2C(C(NCCN(C)C)=CC=N2)=CC=1)([O-])=O.C(N(CC)CC)C.